From a dataset of Catalyst prediction with 721,799 reactions and 888 catalyst types from USPTO. Predict which catalyst facilitates the given reaction. (1) Reactant: [Br:1][C:2]1[CH:3]=[C:4]2[C:9](=[CH:10][C:11]=1[O:12][CH2:13][C:14]1[CH:15]=[N:16][CH:17]=[C:18]([S:20][CH3:21])[CH:19]=1)[N:8]=[CH:7][N:6]=[C:5]2[NH:22][CH:23]([CH3:25])[CH3:24].ClC1C=CC=C(C(OO)=[O:34])C=1.[OH-].[Na+]. Product: [Br:1][C:2]1[CH:3]=[C:4]2[C:9](=[CH:10][C:11]=1[O:12][CH2:13][C:14]1[CH:15]=[N:16][CH:17]=[C:18]([S:20]([CH3:21])=[O:34])[CH:19]=1)[N:8]=[CH:7][N:6]=[C:5]2[NH:22][CH:23]([CH3:25])[CH3:24]. The catalyst class is: 22. (2) The catalyst class is: 608. Product: [CH3:1][C:2]1[CH:7]=[CH:6][C:5]([S:8]([O:11][CH2:12][CH:13]2[CH2:17][C:16]3[CH:18]=[CH:19][CH:20]=[C:21]([C:27]4[CH:28]=[CH:29][C:24]([F:23])=[CH:25][CH:26]=4)[C:15]=3[O:14]2)(=[O:10])=[O:9])=[CH:4][CH:3]=1. Reactant: [CH3:1][C:2]1[CH:7]=[CH:6][C:5]([S:8]([O:11][CH2:12][CH:13]2[CH2:17][C:16]3[CH:18]=[CH:19][CH:20]=[C:21](Br)[C:15]=3[O:14]2)(=[O:10])=[O:9])=[CH:4][CH:3]=1.[F:23][C:24]1[CH:29]=[CH:28][C:27](B(O)O)=[CH:26][CH:25]=1.C(=O)([O-])[O-].[K+].[K+].CC1C=CC(S(OCC2CC3C(C4C=CC=CC=4)=CC=CC=3O2)(=O)=O)=CC=1.